Predict which catalyst facilitates the given reaction. From a dataset of Catalyst prediction with 721,799 reactions and 888 catalyst types from USPTO. (1) Reactant: [CH:1]1([CH:4](O)[CH:5]2[C:9](=[O:10])[C:8]([C:11]3[C:16]([CH3:17])=[CH:15][C:14]([CH3:18])=[CH:13][C:12]=3[CH3:19])=[C:7]([O:20][CH3:21])[CH2:6]2)[CH2:3][CH2:2]1.CCN(CC)CC.CS(Cl)(=O)=O.C([O-])([O-])=O.[K+].[K+]. Product: [CH:1]1([CH:4]=[C:5]2[C:9](=[O:10])[C:8]([C:11]3[C:16]([CH3:17])=[CH:15][C:14]([CH3:18])=[CH:13][C:12]=3[CH3:19])=[C:7]([O:20][CH3:21])[CH2:6]2)[CH2:2][CH2:3]1. The catalyst class is: 2. (2) Reactant: [NH2:1][C:2]1[CH:9]=[CH:8][C:5]([C:6]#[N:7])=[CH:4][CH:3]=1.[CH2:10]([O:12][C:13]([C:15]1[CH:16]=[C:17]([N:21]2[CH2:25][CH2:24][CH2:23][C@@H:22]2[C:26](O)=[O:27])[CH:18]=[CH:19][CH:20]=1)=[O:14])[CH3:11].P(Cl)(Cl)(Cl)=O.O(Cl)Cl. Product: [CH2:10]([O:12][C:13](=[O:14])[C:15]1[CH:20]=[CH:19][CH:18]=[C:17]([N:21]2[CH2:25][CH2:24][CH2:23][C@@H:22]2[C:26](=[O:27])[NH:1][C:2]2[CH:9]=[CH:8][C:5]([C:6]#[N:7])=[CH:4][CH:3]=2)[CH:16]=1)[CH3:11]. The catalyst class is: 228. (3) Reactant: [C:1]([Si:5]([CH3:20])([CH3:19])[O:6][CH2:7][CH2:8][O:9][C:10]1[CH:11]=[C:12]([CH:16]=[CH:17][CH:18]=1)[CH2:13][NH:14][CH3:15])([CH3:4])([CH3:3])[CH3:2].Cl[C:22]1[NH:23][C:24]2[C:29]([C:30](=[O:32])[N:31]=1)=[C:28]([O:33][CH3:34])[C:27]([O:35][CH3:36])=[C:26]([O:37][CH3:38])[CH:25]=2.CCN(CC)CC.O. Product: [C:1]([Si:5]([CH3:19])([CH3:20])[O:6][CH2:7][CH2:8][O:9][C:10]1[CH:11]=[C:12]([CH:16]=[CH:17][CH:18]=1)[CH2:13][N:14]([CH3:15])[C:22]1[NH:23][C:24]2[C:29]([C:30](=[O:32])[N:31]=1)=[C:28]([O:33][CH3:34])[C:27]([O:35][CH3:36])=[C:26]([O:37][CH3:38])[CH:25]=2)([CH3:4])([CH3:3])[CH3:2]. The catalyst class is: 16. (4) The catalyst class is: 16. Reactant: [CH3:1][C:2]1[CH:3]=[C:4]2[C:9](=[CH:10][CH:11]=1)[N:8]=[C:7]([C:12]([OH:14])=O)[N:6]=[CH:5]2.[N:15]1[CH:16]=[CH:17][N:18]2[CH:23]=[CH:22][N:21]=[C:20]([N:24]3[CH2:28][CH2:27][C@H:26]([NH2:29])[CH2:25]3)[C:19]=12.C(N(CC)CC)C.CN(C(ON1N=NC2C=CC=NC1=2)=[N+](C)C)C.F[P-](F)(F)(F)(F)F. Product: [N:15]1[CH:16]=[CH:17][N:18]2[CH:23]=[CH:22][N:21]=[C:20]([N:24]3[CH2:28][CH2:27][C@H:26]([NH:29][C:12]([C:7]4[N:6]=[CH:5][C:4]5[C:9](=[CH:10][CH:11]=[C:2]([CH3:1])[CH:3]=5)[N:8]=4)=[O:14])[CH2:25]3)[C:19]=12.